This data is from Forward reaction prediction with 1.9M reactions from USPTO patents (1976-2016). The task is: Predict the product of the given reaction. Given the reactants C[O:2][C:3](=[O:21])[CH2:4][CH2:5][NH:6][C:7](=[O:20])[C:8]1[CH:13]=[CH:12][C:11]([CH:14]([CH2:18][OH:19])[CH2:15][CH2:16][CH3:17])=[CH:10][CH:9]=1.Cl[C:23]1[N:28]=[CH:27][C:26](O)=[CH:25][CH:24]=1.[F:30][C:31]([F:42])([F:41])[C:32]1[CH:37]=[CH:36][C:35](B(O)O)=[CH:34][CH:33]=1, predict the reaction product. The product is: [F:30][C:31]([F:42])([F:41])[C:32]1[CH:37]=[CH:36][C:35]([C:23]2[N:28]=[CH:27][C:26]([O:19][CH2:18][CH:14]([C:11]3[CH:12]=[CH:13][C:8]([C:7]([NH:6][CH2:5][CH2:4][C:3]([OH:2])=[O:21])=[O:20])=[CH:9][CH:10]=3)[CH2:15][CH2:16][CH3:17])=[CH:25][CH:24]=2)=[CH:34][CH:33]=1.